From a dataset of Forward reaction prediction with 1.9M reactions from USPTO patents (1976-2016). Predict the product of the given reaction. (1) Given the reactants [C:1]([C:3]1[C:4]([C:21]2[CH:26]=[CH:25][C:24]([Cl:27])=[CH:23][C:22]=2[Cl:28])=[C:5]([C:15](N(OC)C)=[O:16])[S:6][C:7]=1[C:8]1[CH:13]=[CH:12][N:11]=[C:10]([F:14])[CH:9]=1)#[N:2].O1CCC[CH2:30]1.C[Li], predict the reaction product. The product is: [C:15]([C:5]1[S:6][C:7]([C:8]2[CH:13]=[CH:12][N:11]=[C:10]([F:14])[CH:9]=2)=[C:3]([C:1]#[N:2])[C:4]=1[C:21]1[CH:26]=[CH:25][C:24]([Cl:27])=[CH:23][C:22]=1[Cl:28])(=[O:16])[CH3:30]. (2) Given the reactants [N+:1]([C:4]1[CH:5]=[N:6][CH:7]=[CH:8][C:9]=1[NH:10][CH2:11][C:12]1([C:18]2[CH:23]=[CH:22][C:21]([O:24][CH2:25][CH2:26][CH2:27][N:28]3[CH2:32][CH2:31][CH2:30][CH2:29]3)=[CH:20][CH:19]=2)[CH2:17][CH2:16][O:15][CH2:14][CH2:13]1)([O-])=O, predict the reaction product. The product is: [N:28]1([CH2:27][CH2:26][CH2:25][O:24][C:21]2[CH:22]=[CH:23][C:18]([C:12]3([CH2:11][NH:10][C:9]4[CH:8]=[CH:7][N:6]=[CH:5][C:4]=4[NH2:1])[CH2:17][CH2:16][O:15][CH2:14][CH2:13]3)=[CH:19][CH:20]=2)[CH2:32][CH2:31][CH2:30][CH2:29]1. (3) Given the reactants C1(C2C=CC(C(Cl)=O)=C(OCC)C=2)CC1.BrC1C=CC(C(O)=O)=C(O)C=1.ICC.C1(B(O)O)CC1.[Cl-].[Cl:37][C:38]1[CH:43]=[CH:42][C:41]([C:44]2([CH3:70])[C:48]([C:50]3[CH:55]=[CH:54][C:53]([Cl:56])=[CH:52][CH:51]=3)([CH3:49])[NH:47][C:46]([C:57]3[CH:62]=[CH:61][C:60]([C:63](C)([CH3:65])[CH3:64])=[CH:59][C:58]=3[O:67][CH2:68][CH3:69])=[N:45]2)=[CH:40][CH:39]=1, predict the reaction product. The product is: [Cl:37][C:38]1[CH:43]=[CH:42][C:41]([C:44]2([CH3:70])[C:48]([C:50]3[CH:55]=[CH:54][C:53]([Cl:56])=[CH:52][CH:51]=3)([CH3:49])[NH:47][C:46]([C:57]3[CH:62]=[CH:61][C:60]([CH:63]4[CH2:65][CH2:64]4)=[CH:59][C:58]=3[O:67][CH2:68][CH3:69])=[N:45]2)=[CH:40][CH:39]=1. (4) Given the reactants [N+:1]([C:4]1[CH:9]=[CH:8][C:7]([C:10]([C:12]2[CH:17]=[CH:16][CH:15]=[CH:14][CH:13]=2)=O)=[CH:6][CH:5]=1)([O-:3])=[O:2].[H-].[Na+], predict the reaction product. The product is: [C:12]1([C:10]([C:7]2[CH:8]=[CH:9][C:4]([N+:1]([O-:3])=[O:2])=[CH:5][CH:6]=2)=[CH:10][C:7]2[CH:8]=[CH:9][C:4]([N+:1]([O-:3])=[O:2])=[CH:5][CH:6]=2)[CH:17]=[CH:16][CH:15]=[CH:14][CH:13]=1. (5) Given the reactants Cl.[Cl:2][C:3]1[CH:8]=[CH:7][N:6]=[C:5]([C:9](Cl)=[O:10])[CH:4]=1.[NH3:12], predict the reaction product. The product is: [Cl:2][C:3]1[CH:8]=[CH:7][N:6]=[C:5]([C:9]([NH2:12])=[O:10])[CH:4]=1.